Dataset: Forward reaction prediction with 1.9M reactions from USPTO patents (1976-2016). Task: Predict the product of the given reaction. Given the reactants [Cl-].[CH2:2]([N:4]1[C:8](=[O:9])[C:7](=[CH:10][CH:11]=[C:12]2[N:16]([CH3:17])[C:15]3[CH:18]=[CH:19][CH:20]=[CH:21][C:14]=3[S:13]2)[S:6][C:5]1=[CH:22][C:23]1[S:24][C:25]2[CH:32]=[CH:31][C:30]([F:33])=[CH:29][C:26]=2[N+:27]=1[CH3:28])[CH3:3].[C:34]([OH:41])(=[O:40])/[CH:35]=[CH:36]\[C:37]([OH:39])=[O:38], predict the reaction product. The product is: [C:34]([O-:41])(=[O:40])/[CH:35]=[CH:36]\[C:37]([O-:39])=[O:38].[CH2:2]([N:4]1[C:8](=[O:9])[C:7](=[CH:10][CH:11]=[C:12]2[N:16]([CH3:17])[C:15]3[CH:18]=[CH:19][CH:20]=[CH:21][C:14]=3[S:13]2)[S:6][C:5]1=[CH:22][C:23]1[S:24][C:25]2[CH:32]=[CH:31][C:30]([F:33])=[CH:29][C:26]=2[N+:27]=1[CH3:28])[CH3:3].[CH2:2]([N:4]1[C:8](=[O:9])[C:7](=[CH:10][CH:11]=[C:12]2[N:16]([CH3:17])[C:15]3[CH:18]=[CH:19][CH:20]=[CH:21][C:14]=3[S:13]2)[S:6][C:5]1=[CH:22][C:23]1[S:24][C:25]2[CH:32]=[CH:31][C:30]([F:33])=[CH:29][C:26]=2[N+:27]=1[CH3:28])[CH3:3].